Dataset: Reaction yield outcomes from USPTO patents with 853,638 reactions. Task: Predict the reaction yield, written as a fraction of the theoretical maximum amount of product (1.0 means a 100% yield; for example, 0.34 means a 34% yield). (1) The reactants are S([CH2:11][N+:12]#[C-])(C1C=CC(C)=CC=1)(=O)=O.CC(C)([O-])C.[K+].[CH:20]([C:22]1[C:27]2[CH:28]=[CH:29][O:30][C:26]=2[C:25]([NH:31][S:32]([CH3:35])(=[O:34])=[O:33])=[CH:24][CH:23]=1)=O.CO. The catalyst is COCCOC. The product is [C:11]([CH2:20][C:22]1[C:27]2[CH:28]=[CH:29][O:30][C:26]=2[C:25]([NH:31][S:32]([CH3:35])(=[O:34])=[O:33])=[CH:24][CH:23]=1)#[N:12]. The yield is 0.620. (2) The reactants are [Cl:1][C:2]1[N:10]([CH2:11][CH:12]=[CH2:13])[C:9]2[C:8](=[O:14])[NH:7][C:6](=[O:15])[NH:5][C:4]=2[N:3]=1.C(=O)([O-])[O-].[Na+].[Na+].CS(O[CH2:27][CH2:28][CH:29]1[CH2:31][CH2:30]1)(=O)=O. The catalyst is CN(C)C=O. The product is [Cl:1][C:2]1[N:10]([CH2:11][CH:12]=[CH2:13])[C:9]2[C:8](=[O:14])[NH:7][C:6](=[O:15])[N:5]([CH2:27][CH2:28][CH:29]3[CH2:31][CH2:30]3)[C:4]=2[N:3]=1. The yield is 0.490. (3) The reactants are [F:1][C:2]1[C:3]([CH3:13])=[C:4]2[C:9](=[CH:10][CH:11]=1)[NH:8][C:7](=[O:12])[CH2:6][CH2:5]2.[H-].[Na+].Cl[CH2:17][CH2:18][CH2:19]I.[CH2:21]([O:24][CH:25]1[CH2:30][CH2:29][NH:28][CH2:27][CH2:26]1)[CH2:22][CH3:23].[Na+].[I-].C([O-])([O-])=O.[K+].[K+]. The catalyst is CN(C=O)C. The product is [F:1][C:2]1[C:3]([CH3:13])=[C:4]2[C:9](=[CH:10][CH:11]=1)[N:8]([CH2:17][CH2:18][CH2:19][N:28]1[CH2:29][CH2:30][CH:25]([O:24][CH2:21][CH2:22][CH3:23])[CH2:26][CH2:27]1)[C:7](=[O:12])[CH2:6][CH2:5]2. The yield is 0.410. (4) The reactants are [Br:1][C:2]1[CH:3]=[C:4]([F:20])[C:5]([Cl:19])=[C:6]([O:8][C:9]2[C:10]([F:18])=[C:11]([CH2:16][NH2:17])[CH:12]=[CH:13][C:14]=2[Cl:15])[CH:7]=1.[Cl:21][C:22]1[N:23]=[CH:24][N:25](COCC[Si](C)(C)C)[C:26]=1[C:27](O)=[O:28].CCN(C(C)C)C(C)C.CN(C(ON1N=NC2C=CC=NC1=2)=[N+](C)C)C.F[P-](F)(F)(F)(F)F. The catalyst is C1COCC1. The product is [Br:1][C:2]1[CH:3]=[C:4]([F:20])[C:5]([Cl:19])=[C:6]([O:8][C:9]2[C:10]([F:18])=[C:11]([CH2:16][NH:17][C:27]([C:26]3[NH:25][CH:24]=[N:23][C:22]=3[Cl:21])=[O:28])[CH:12]=[CH:13][C:14]=2[Cl:15])[CH:7]=1. The yield is 0.519. (5) The reactants are [Br:1][C:2]1[CH:3]=[C:4]([N+:11]([O-:13])=[O:12])[CH:5]=[C:6]2[C:10]=1[NH:9][CH2:8][CH2:7]2.ClC1C(=O)C(C#N)=C(C#N)C(=O)C=1Cl. The catalyst is CC(C)=O. The product is [Br:1][C:2]1[CH:3]=[C:4]([N+:11]([O-:13])=[O:12])[CH:5]=[C:6]2[C:10]=1[NH:9][CH:8]=[CH:7]2. The yield is 0.910. (6) The reactants are N(OCCC(C)C)=O.[F:9][C:10]1[C:15]2[N:16]=[C:17](N)[S:18][C:14]=2[CH:13]=[C:12]([F:20])[CH:11]=1.[ClH:21]. The catalyst is C(#N)C.[Cu](Cl)Cl. The product is [Cl:21][C:17]1[S:18][C:14]2[CH:13]=[C:12]([F:20])[CH:11]=[C:10]([F:9])[C:15]=2[N:16]=1. The yield is 0.990. (7) The reactants are [CH2:1]([NH:5][C:6]([C:8]1[CH:13]=[CH:12][C:11]([N:14]2[C:18]([CH2:19][CH2:20][CH3:21])=[C:17]([C:22]([OH:24])=O)[N:16]=[N:15]2)=[CH:10][CH:9]=1)=[O:7])[CH2:2][CH2:3][CH3:4].C1C=C[C:28]2N(O)N=[N:31][C:29]=2[CH:30]=1.C1(N)CC1.CCN=C=NCCCN(C)C. The catalyst is C(#N)C.CN(C=O)C. The product is [CH2:1]([NH:5][C:6]([C:8]1[CH:9]=[CH:10][C:11]([N:14]2[C:18]([CH2:19][CH2:20][CH3:21])=[C:17]([C:22]([NH:31][CH:29]3[CH2:30][CH2:28]3)=[O:24])[N:16]=[N:15]2)=[CH:12][CH:13]=1)=[O:7])[CH2:2][CH2:3][CH3:4]. The yield is 0.949. (8) The reactants are O[CH2:2][CH:3]([C:13]1[C:18]([OH:19])=[C:17]([CH3:20])[C:16]([CH3:21])=[CH:15][CH:14]=1)[C:4]1[CH:9]=[CH:8][C:7]([CH:10]([CH3:12])[CH3:11])=[CH:6][CH:5]=1. The catalyst is CO. The product is [CH:10]([C:7]1[CH:8]=[CH:9][C:4]([CH:3]2[C:13]3[CH:14]=[CH:15][C:16]([CH3:21])=[C:17]([CH3:20])[C:18]=3[O:19][CH2:2]2)=[CH:5][CH:6]=1)([CH3:12])[CH3:11]. The yield is 0.800.